From a dataset of Reaction yield outcomes from USPTO patents with 853,638 reactions. Predict the reaction yield, written as a fraction of the theoretical maximum amount of product (1.0 means a 100% yield; for example, 0.34 means a 34% yield). (1) The reactants are [F:1][C:2]1[CH:3]=[C:4]([CH:7]=[CH:8][C:9]=1[F:10])[CH:5]=O.[C:11]([O:17][CH3:18])(=[O:16])[CH2:12][C:13]([CH3:15])=[O:14].N1CCCCC1.C(O)(=O)C. The catalyst is C1C=CC=CC=1. The product is [F:1][C:2]1[CH:3]=[C:4]([CH:5]=[C:12]([C:13](=[O:14])[CH3:15])[C:11]([O:17][CH3:18])=[O:16])[CH:7]=[CH:8][C:9]=1[F:10]. The yield is 0.410. (2) The reactants are CC1C2C(=CC=CC=2[N+]([O-])=O)NC=1.[CH3:14][C:15]1[C:23]2[C:18](=[CH:19][C:20]([N+:24]([O-])=O)=[CH:21][CH:22]=2)[NH:17][CH:16]=1. The catalyst is C(O)C.[Pd]. The product is [CH3:14][C:15]1[C:23]2[C:18](=[CH:19][C:20]([NH2:24])=[CH:21][CH:22]=2)[NH:17][CH:16]=1. The yield is 0.240. (3) The yield is 0.650. The product is [CH3:1][O:2][C:3]([C:5]1[S:6][C:7]2[CH:8]([N:23]([CH3:24])[CH3:22])[CH2:9][O:10][C:11]3[CH:18]=[CH:17][C:16]([Br:19])=[CH:15][C:12]=3[C:13]=2[N:14]=1)=[O:4]. The reactants are [CH3:1][O:2][C:3]([C:5]1[S:6][C:7]2[CH:8](Br)[CH2:9][O:10][C:11]3[CH:18]=[CH:17][C:16]([Br:19])=[CH:15][C:12]=3[C:13]=2[N:14]=1)=[O:4].Cl.[CH3:22][NH:23][CH3:24].CCN(C(C)C)C(C)C. The catalyst is C1COCC1. (4) The reactants are Br[C:2]1[CH:11]=[CH:10][C:5]([C:6]([O:8][CH3:9])=[O:7])=[CH:4][C:3]=1[CH3:12].[CH3:13][O:14][C:15]1[CH:20]=[CH:19][CH:18]=[CH:17][C:16]=1B(O)O.C(=O)([O-])[O-].[K+].[K+].O. The catalyst is C1(C)C=CC=CC=1.CCOC(C)=O.C1C=CC([P]([Pd]([P](C2C=CC=CC=2)(C2C=CC=CC=2)C2C=CC=CC=2)([P](C2C=CC=CC=2)(C2C=CC=CC=2)C2C=CC=CC=2)[P](C2C=CC=CC=2)(C2C=CC=CC=2)C2C=CC=CC=2)(C2C=CC=CC=2)C2C=CC=CC=2)=CC=1. The product is [CH3:13][O:14][C:15]1[CH:20]=[CH:19][CH:18]=[CH:17][C:16]=1[C:2]1[CH:11]=[CH:10][C:5]([C:6]([O:8][CH3:9])=[O:7])=[CH:4][C:3]=1[CH3:12]. The yield is 0.800. (5) The reactants are [F:1][C:2]1[CH:8]=[CH:7][CH:6]=[CH:5][C:3]=1[NH2:4].[Li+].C[Si]([N-][Si](C)(C)C)(C)C.[Br:19][C:20]1[C:21]([F:31])=[C:22]([F:30])[C:23](F)=[C:24]([CH:28]=1)[C:25]([OH:27])=[O:26]. The catalyst is C1COCC1. The product is [Br:19][C:20]1[C:21]([F:31])=[C:22]([F:30])[C:23]([NH:4][C:3]2[CH:5]=[CH:6][CH:7]=[CH:8][C:2]=2[F:1])=[C:24]([CH:28]=1)[C:25]([OH:27])=[O:26]. The yield is 0.720. (6) The reactants are [C:1]([N:5]1[C:9]([C:10]2[CH:15]=[CH:14][C:13]([F:16])=[CH:12][CH:11]=2)=[C:8]([C:17]2[S:18][CH:19]=[C:20]([C:22]([OH:24])=O)[N:21]=2)[CH:7]=[N:6]1)([CH3:4])([CH3:3])[CH3:2].CN(C(ON1N=NC2C=CC=NC1=2)=[N+](C)C)C.F[P-](F)(F)(F)(F)F.CCN(C(C)C)C(C)C.[O:58]1[CH2:63][CH2:62][CH:61]([CH2:64][NH2:65])[CH2:60][CH2:59]1. The catalyst is CN(C=O)C.O. The product is [C:1]([N:5]1[C:9]([C:10]2[CH:15]=[CH:14][C:13]([F:16])=[CH:12][CH:11]=2)=[C:8]([C:17]2[S:18][CH:19]=[C:20]([C:22]([NH:65][CH2:64][CH:61]3[CH2:62][CH2:63][O:58][CH2:59][CH2:60]3)=[O:24])[N:21]=2)[CH:7]=[N:6]1)([CH3:3])([CH3:2])[CH3:4]. The yield is 0.650. (7) The reactants are [H-].[Na+].[Cl:3][C:4]1[CH:9]=[CH:8][C:7]([S:10]([C:13]([CH3:17])([CH3:16])[C:14]#[N:15])(=[O:12])=[O:11])=[CH:6][CH:5]=1.[Cl-].[NH4+:19].Cl. The catalyst is CO. The product is [Cl:3][C:4]1[CH:5]=[CH:6][C:7]([S:10]([C:13]([CH3:17])([CH3:16])[C:14]([NH2:19])=[NH:15])(=[O:11])=[O:12])=[CH:8][CH:9]=1. The yield is 0.370. (8) The reactants are [C:1]([NH:5][S:6]([C:9]1[CH:17]=[C:16]2[C:12]([C:13]([CH:18]3[CH2:23][CH2:22][CH2:21][CH2:20][CH2:19]3)=[CH:14][NH:15]2)=[CH:11][CH:10]=1)(=[O:8])=[O:7])([CH3:4])([CH3:3])[CH3:2].[BrH:24].[NH+]1C=CC=CC=1.S([O-])(O)=O.[Na+]. The catalyst is C(Cl)(Cl)Cl. The product is [C:1]([NH:5][S:6]([C:9]1[CH:17]=[C:16]2[C:12]([C:13]([CH:18]3[CH2:23][CH2:22][CH2:21][CH2:20][CH2:19]3)=[C:14]([Br:24])[NH:15]2)=[CH:11][CH:10]=1)(=[O:7])=[O:8])([CH3:4])([CH3:2])[CH3:3]. The yield is 0.783.